This data is from Full USPTO retrosynthesis dataset with 1.9M reactions from patents (1976-2016). The task is: Predict the reactants needed to synthesize the given product. (1) Given the product [C:1]([OH:8])(=[O:7])/[CH:2]=[CH:3]/[C:4]([OH:6])=[O:5].[NH:9]1[CH2:13][CH2:12][C@@H:11]([O:14]/[N:15]=[C:16]2\[CH2:17][CH:18]3[C@:31]([CH3:35])([CH2:32][C@H:33]\2[F:34])[C@@H:30]2[C@H:21]([C@H:22]4[C@@:26]([CH2:28][CH2:29]2)([CH3:27])[C@@H:25]([OH:36])[CH2:24][CH2:23]4)[CH2:20]/[C:19]/3=[N:41]\[O:40][CH3:39])[CH2:10]1, predict the reactants needed to synthesize it. The reactants are: [C:1]([OH:8])(=[O:7])/[CH:2]=[CH:3]/[C:4]([OH:6])=[O:5].[NH:9]1[CH2:13][CH2:12][C@@H:11]([O:14]/[N:15]=[C:16]2\[CH2:17][CH:18]3[C@:31]([CH3:35])([CH2:32][C@H:33]\2[F:34])[C@@H:30]2[C@H:21]([C@H:22]4[C@@:26]([CH2:28][CH2:29]2)([CH3:27])[C@@H:25]([OH:36])[CH2:24][CH2:23]4)[CH2:20][C:19]3=O)[CH2:10]1.Cl.[CH3:39][O:40][NH2:41]. (2) The reactants are: C([O-])=O.[Na+].[NH2:5][C@H](C(O)=O)C.[F:11][C:12]1[CH:13]=[C:14]([C@H:19]([CH:24]([C:29]([O:31][CH3:32])=[O:30])[C:25](OC)=[O:26])[CH2:20][C:21](=O)[CH3:22])[CH:15]=[CH:16][C:17]=1[F:18].CC1C(O)=C(C=O)C(COP(O)(O)=O)=CN=1.C1C=[N+]([C@@H]2O[C@H](COP(OP(OC[C@H]3O[C@@H](N4C5N=CN=C(N)C=5N=C4)[C@H](O)[C@@H]3O)(O)=O)([O-])=O)[C@@H](O)[C@H]2O)C=C(C(N)=O)C=1.C([O-])(=O)C(C)O.C([O-])=O.[OH-].[Na+]. Given the product [F:11][C:12]1[CH:13]=[C:14]([C@H:19]2[CH2:20][C@H:21]([CH3:22])[NH:5][C:25](=[O:26])[C@@H:24]2[C:29]([O:31][CH3:32])=[O:30])[CH:15]=[CH:16][C:17]=1[F:18], predict the reactants needed to synthesize it. (3) Given the product [NH2:30][C:28]1[C:27]([O:33][CH2:34][CH2:35][OH:36])=[CH:26][CH:25]=[C:24]([CH2:23][N:9]2[C:10]([C:13]3[CH:18]=[CH:17][C:16]([O:19][CH2:20][CH2:21][CH3:22])=[CH:15][CH:14]=3)=[CH:11][CH:12]=[C:8]2[C:3]2[CH:4]=[CH:5][CH:6]=[CH:7][C:2]=2[Cl:1])[N:29]=1, predict the reactants needed to synthesize it. The reactants are: [Cl:1][C:2]1[CH:7]=[CH:6][CH:5]=[CH:4][C:3]=1[C:8]1[N:9]([CH2:23][C:24]2[N:29]=[C:28]([N+:30]([O-])=O)[C:27]([O:33][CH2:34][CH2:35][OH:36])=[CH:26][CH:25]=2)[C:10]([C:13]2[CH:18]=[CH:17][C:16]([O:19][CH2:20][CH2:21][CH3:22])=[CH:15][CH:14]=2)=[CH:11][CH:12]=1. (4) Given the product [CH2:1]([N:8]1[CH:12]=[CH:11][CH:10]=[C:9]1[C:18]1[N:17]=[C:16]([Cl:21])[N:15]=[C:14]([Cl:13])[N:19]=1)[C:2]1[CH:7]=[CH:6][CH:5]=[CH:4][CH:3]=1, predict the reactants needed to synthesize it. The reactants are: [CH2:1]([N:8]1[CH:12]=[CH:11][CH:10]=[CH:9]1)[C:2]1[CH:7]=[CH:6][CH:5]=[CH:4][CH:3]=1.[Cl:13][C:14]1[N:19]=[C:18](Cl)[N:17]=[C:16]([Cl:21])[N:15]=1. (5) Given the product [C:3]([O:7][C:8](=[O:24])[N:9]([C:10]1[N:11]=[C:12]([CH2:15][N:16]2[CH:20]=[CH:19][C:18]([C:21](=[O:23])[CH3:22])=[N:17]2)[O:13][CH:14]=1)[C:35]([C:33]1[N:34]=[C:30]([CH:27]2[CH2:28][CH2:29]2)[S:31][C:32]=1[C:38]1[CH:39]=[CH:40][CH:41]=[CH:42][CH:43]=1)=[O:36])([CH3:6])([CH3:4])[CH3:5], predict the reactants needed to synthesize it. The reactants are: N#N.[C:3]([O:7][C:8](=[O:24])[NH:9][C:10]1[N:11]=[C:12]([CH2:15][N:16]2[CH:20]=[CH:19][C:18]([C:21](=[O:23])[CH3:22])=[N:17]2)[O:13][CH:14]=1)([CH3:6])([CH3:5])[CH3:4].[H-].[Na+].[CH:27]1([C:30]2[S:31][C:32]([C:38]3[CH:43]=[CH:42][CH:41]=[CH:40][CH:39]=3)=[C:33]([C:35](Cl)=[O:36])[N:34]=2)[CH2:29][CH2:28]1. (6) Given the product [N:15]1[CH:16]=[CH:17][N:18]=[CH:19][C:14]=1[NH:13][C:1]1[O:43][C:22]([C:23]([NH:25][C:26]2[CH:27]=[CH:28][C:29]([C@H:32]3[CH2:33][CH2:34][C@H:35]([CH2:38][C:39]([O:41][CH3:42])=[O:40])[CH2:36][CH2:37]3)=[CH:30][CH:31]=2)=[O:24])=[N:20][N:21]=1, predict the reactants needed to synthesize it. The reactants are: [C:1](C1NC=CN=1)(C1NC=CN=1)=S.[NH2:13][C:14]1[CH:19]=[N:18][CH:17]=[CH:16][N:15]=1.[NH:20]([C:22](=[O:43])[C:23]([NH:25][C:26]1[CH:31]=[CH:30][C:29]([C@H:32]2[CH2:37][CH2:36][C@H:35]([CH2:38][C:39]([O:41][CH3:42])=[O:40])[CH2:34][CH2:33]2)=[CH:28][CH:27]=1)=[O:24])[NH2:21].CCN=C=NCCCN(C)C. (7) Given the product [CH:58]1[C:59]2[CH:47]([CH2:46][O:45][C:43]([N:21]3[CH2:20][CH2:19][C:18]([CH2:27][C:28]([O:30][C:31]([CH3:34])([CH3:33])[CH3:32])=[O:29])([C:16]4[S:17][C:13]([C:10]5[CH:9]=[CH:8][C:7]([C:6]6[O:2][CH:3]=[N:4][CH:5]=6)=[CH:12][CH:11]=5)=[CH:14][CH:15]=4)[S:24](=[O:26])(=[O:25])[CH2:23][CH2:22]3)=[O:44])[C:48]3[C:53](=[CH:52][CH:51]=[CH:50][CH:49]=3)[C:54]=2[CH:55]=[CH:56][CH:57]=1, predict the reactants needed to synthesize it. The reactants are: Cl.[O:2]1[C:6]([C:7]2[CH:12]=[CH:11][C:10]([C:13]3[S:17][C:16]([C:18]4([CH2:27][C:28]([O:30][C:31]([CH3:34])([CH3:33])[CH3:32])=[O:29])[S:24](=[O:26])(=[O:25])[CH2:23][CH2:22][NH:21][CH2:20][CH2:19]4)=[CH:15][CH:14]=3)=[CH:9][CH:8]=2)=[CH:5][N:4]=[CH:3]1.C(N(CC)CC)C.Cl[C:43]([O:45][CH2:46][CH:47]1[C:59]2[CH:58]=[CH:57][CH:56]=[CH:55][C:54]=2[C:53]2[C:48]1=[CH:49][CH:50]=[CH:51][CH:52]=2)=[O:44]. (8) Given the product [F:29][C:30]1[CH:31]=[CH:32][C:33]([C:36]([OH:44])([C:38]#[CH:39])[CH3:37])=[N:34][CH:35]=1, predict the reactants needed to synthesize it. The reactants are: [Li]C(CC)C.BrC1C=CC(F)=CN=1.C[Si](C)(C)C#CC(=O)C.C(=O)([O-])[O-].[K+].[K+].[F:29][C:30]1[CH:31]=[CH:32][C:33]([C:36]([OH:44])([C:38]#[C:39][Si](C)(C)C)[CH3:37])=[N:34][CH:35]=1. (9) Given the product [NH2:50][CH2:49][CH2:48][N:43]([C:36]1[CH:37]=[C:38]([O:41][CH3:42])[CH:39]=[CH:40][C:35]=1[NH:34][C:16]1[C:15]([Cl:14])=[CH:20][N:19]=[C:18]([NH:21][C:22]2[CH:27]=[C:26]([O:28][CH3:29])[C:25]([O:30][CH3:31])=[C:24]([O:32][CH3:33])[CH:23]=2)[N:17]=1)[S:44]([CH3:47])(=[O:46])=[O:45], predict the reactants needed to synthesize it. The reactants are: CC(C[AlH]CC(C)C)C.C(Cl)Cl.Cl.[Cl:14][C:15]1[C:16]([NH:34][C:35]2[CH:40]=[CH:39][C:38]([O:41][CH3:42])=[CH:37][C:36]=2[N:43]([CH2:48][C:49]#[N:50])[S:44]([CH3:47])(=[O:46])=[O:45])=[N:17][C:18]([NH:21][C:22]2[CH:27]=[C:26]([O:28][CH3:29])[C:25]([O:30][CH3:31])=[C:24]([O:32][CH3:33])[CH:23]=2)=[N:19][CH:20]=1.[Cl-].[NH4+].